From a dataset of Catalyst prediction with 721,799 reactions and 888 catalyst types from USPTO. Predict which catalyst facilitates the given reaction. (1) Reactant: ClC1C=C2C([C:6]3([C@@H:15](C4C=CN=C(Cl)C=4F)[C@H:14]([C:24](N[C@H]4CC[C@H](C5OC=NN=5)CC4)=[O:25])[N:13]([C@H](C4C=CC=CC=4)[C@@H](O)C4C=CC=CC=4)C43CCC(C)(C)CC4)[C:7](=O)N2)=CC=1.[C:60](=[O:63])(O)[O-:61].[Na+].[C:65](Cl)([O:67][CH2:68][C:69]1[CH:74]=[CH:73][CH:72]=[CH:71][CH:70]=1)=[O:66].[C:76](#N)C. Product: [CH2:68]([O:67][C:65]([NH:13][C@H:14]1[CH2:24][O:25][C@H:7]([C:60]([O:61][CH3:76])=[O:63])[CH2:6][CH2:15]1)=[O:66])[C:69]1[CH:74]=[CH:73][CH:72]=[CH:71][CH:70]=1. The catalyst class is: 6. (2) Reactant: [CH3:1][NH:2][CH3:3].Br[CH2:5][CH2:6][CH2:7][CH2:8][O:9][C:10]1[C:11]([O:30][CH3:31])=[CH:12][CH:13]=[C:14]2[C:19]=1[O:18][C:17](=[O:20])[CH:16]=[C:15]2[NH:21][C:22]1[C:27]([Cl:28])=[CH:26][N:25]=[CH:24][C:23]=1[Cl:29]. Product: [Cl:29][C:23]1[CH:24]=[N:25][CH:26]=[C:27]([Cl:28])[C:22]=1[NH:21][C:15]1[C:14]2[C:19](=[C:10]([O:9][CH2:8][CH2:7][CH2:6][CH2:5][N:2]([CH3:3])[CH3:1])[C:11]([O:30][CH3:31])=[CH:12][CH:13]=2)[O:18][C:17](=[O:20])[CH:16]=1. The catalyst class is: 16.